This data is from Forward reaction prediction with 1.9M reactions from USPTO patents (1976-2016). The task is: Predict the product of the given reaction. (1) The product is: [CH3:35][O:34][C:30]1[CH:29]=[C:28]([NH:27][CH:20]([C:21]2[CH:26]=[CH:25][CH:24]=[CH:23][CH:22]=2)[C:18]([C:15]2[C:12]3[CH2:13][CH2:14][N:9]([CH3:8])[CH2:10][C:11]=3[S:17][CH:16]=2)=[O:19])[CH:33]=[CH:32][CH:31]=1. Given the reactants C(N(CC)CC)C.[CH3:8][N:9]1[CH2:14][CH2:13][C:12]2[C:15]([CH:18]=[O:19])=[CH:16][S:17][C:11]=2[CH2:10]1.[CH:20](=[N:27][C:28]1[CH:33]=[CH:32][CH:31]=[C:30]([O:34][CH3:35])[CH:29]=1)[C:21]1[CH:26]=[CH:25][CH:24]=[CH:23][CH:22]=1, predict the reaction product. (2) Given the reactants [Cl:1][C:2]1[CH:3]=[C:4](/[CH:9]=[CH:10]/[C:11]([N:13]2[CH2:19][CH2:18][C:17](=[O:20])[NH:16][CH2:15][CH2:14]2)=[O:12])[CH:5]=[CH:6][C:7]=1[Cl:8].Br[CH2:22][CH2:23][C:24]([O:26][CH2:27][CH3:28])=[O:25].[H-].[Na+].OS([O-])(=O)=O.[K+], predict the reaction product. The product is: [CH2:27]([O:26][C:24](=[O:25])[CH2:23][CH2:22][N:16]1[C:17](=[O:20])[CH2:18][CH2:19][N:13]([C:11](=[O:12])/[CH:10]=[CH:9]/[C:4]2[CH:5]=[CH:6][C:7]([Cl:8])=[C:2]([Cl:1])[CH:3]=2)[CH2:14][CH2:15]1)[CH3:28].